Dataset: Catalyst prediction with 721,799 reactions and 888 catalyst types from USPTO. Task: Predict which catalyst facilitates the given reaction. Reactant: [O:1]=[C:2]1[N:7]([CH2:8][C:9]2[CH:14]=[CH:13][CH:12]=[CH:11][CH:10]=2)[CH2:6][C:5](=[O:15])[N:4]([CH2:16][C:17]2[CH:22]=[CH:21][CH:20]=[CH:19][CH:18]=2)[CH:3]1[C:23]1([OH:34])[CH2:26][N:25](C(OC(C)(C)C)=O)[CH2:24]1.Cl.O1CCOCC1. Product: [OH:34][C:23]1([CH:3]2[N:4]([CH2:16][C:17]3[CH:22]=[CH:21][CH:20]=[CH:19][CH:18]=3)[C:5](=[O:15])[CH2:6][N:7]([CH2:8][C:9]3[CH:14]=[CH:13][CH:12]=[CH:11][CH:10]=3)[C:2]2=[O:1])[CH2:26][NH:25][CH2:24]1. The catalyst class is: 5.